This data is from Forward reaction prediction with 1.9M reactions from USPTO patents (1976-2016). The task is: Predict the product of the given reaction. (1) Given the reactants [CH3:1][C:2]1([CH3:32])[C:10]2[CH:9]=[C:8]3[N:11](S(C4C=CC(C)=CC=4)(=O)=O)[C:12]([NH:14][CH3:15])=[N:13][C:7]3=[CH:6][C:5]=2[N:4]([CH2:26][CH2:27][CH2:28][CH2:29][CH3:30])[C:3]1=[O:31].[C:33](Cl)(=[O:40])[C:34]1[CH:39]=[CH:38][CH:37]=[CH:36][CH:35]=1, predict the reaction product. The product is: [CH3:1][C:2]1([CH3:32])[C:10]2[CH:9]=[C:8]3[NH:11][C:12]([N:14]([CH3:15])[C:33](=[O:40])[C:34]4[CH:39]=[CH:38][CH:37]=[CH:36][CH:35]=4)=[N:13][C:7]3=[CH:6][C:5]=2[N:4]([CH2:26][CH2:27][CH2:28][CH2:29][CH3:30])[C:3]1=[O:31]. (2) Given the reactants [CH3:1][NH:2][C:3](=[O:5])[CH3:4].[H-].[Na+].[CH3:8][C:9]1([O:12][CH2:13][CH2:14]OS(C2C=CC(C)=CC=2)(=O)=O)[CH2:11][CH2:10]1, predict the reaction product. The product is: [CH3:1][N:2]([CH2:14][CH2:13][O:12][C:9]1([CH3:8])[CH2:11][CH2:10]1)[C:3](=[O:5])[CH3:4]. (3) The product is: [Si:1]([O:8][CH2:9][CH2:10][C@@H:11]([NH:15][C:16]1[CH:21]=[CH:20][C:19]([C:22]#[N:23])=[C:18]([Cl:24])[C:17]=1[CH3:25])[C:12]([NH:35][NH:34][C:32](=[O:33])[C:31]1[CH:30]=[CH:29][C:28]([C:26]#[N:27])=[CH:37][CH:36]=1)=[O:14])([C:4]([CH3:7])([CH3:5])[CH3:6])([CH3:2])[CH3:3]. Given the reactants [Si:1]([O:8][CH2:9][CH2:10][C@@H:11]([NH:15][C:16]1[CH:21]=[CH:20][C:19]([C:22]#[N:23])=[C:18]([Cl:24])[C:17]=1[CH3:25])[C:12]([OH:14])=O)([C:4]([CH3:7])([CH3:6])[CH3:5])([CH3:3])[CH3:2].[C:26]([C:28]1[CH:37]=[CH:36][C:31]([C:32]([NH:34][NH2:35])=[O:33])=[CH:30][CH:29]=1)#[N:27].OC1C2N=NNC=2C=CC=1.Cl.CN(C)CCCN=C=NCC, predict the reaction product. (4) Given the reactants [O:1]=[C:2]1[NH:7][CH:6]2[CH:4]([CH2:5]2)[N:3]1[C:8]([O:10][CH2:11][C:12]1[CH:17]=[CH:16][CH:15]=[CH:14][CH:13]=1)=[O:9].Br[C:19]1[CH:24]=[CH:23][N:22]=[C:21]([O:25][CH3:26])[CH:20]=1.CC1(C)C2C(=C(P(C3C=CC=CC=3)C3C=CC=CC=3)C=CC=2)OC2C(P(C3C=CC=CC=3)C3C=CC=CC=3)=CC=CC1=2.C(=O)([O-])[O-].[Cs+].[Cs+], predict the reaction product. The product is: [CH3:26][O:25][C:21]1[CH:20]=[C:19]([N:7]2[CH:6]3[CH:4]([CH2:5]3)[N:3]([C:8]([O:10][CH2:11][C:12]3[CH:17]=[CH:16][CH:15]=[CH:14][CH:13]=3)=[O:9])[C:2]2=[O:1])[CH:24]=[CH:23][N:22]=1.